Dataset: Reaction yield outcomes from USPTO patents with 853,638 reactions. Task: Predict the reaction yield, written as a fraction of the theoretical maximum amount of product (1.0 means a 100% yield; for example, 0.34 means a 34% yield). (1) The reactants are [Cl-].O[NH3+:3].[C:4](=[O:7])([O-])[OH:5].[Na+].CS(C)=O.[CH2:13]([C:17]1[N:22]2[N:23]=[C:24]([CH3:26])[N:25]=[C:21]2[N:20]([CH:27]2[CH2:32][CH2:31][O:30][C:29]([CH3:34])([CH3:33])[CH2:28]2)[C:19](=[O:35])[C:18]=1[CH2:36][C:37]1[CH:42]=[CH:41][C:40]([C:43]2[C:44]([C:49]#[N:50])=[CH:45][CH:46]=[CH:47][CH:48]=2)=[CH:39][CH:38]=1)[CH2:14][CH2:15][CH3:16]. The catalyst is C(OCC)(=O)C. The product is [CH2:13]([C:17]1[N:22]2[N:23]=[C:24]([CH3:26])[N:25]=[C:21]2[N:20]([CH:27]2[CH2:32][CH2:31][O:30][C:29]([CH3:33])([CH3:34])[CH2:28]2)[C:19](=[O:35])[C:18]=1[CH2:36][C:37]1[CH:38]=[CH:39][C:40]([C:43]2[CH:48]=[CH:47][CH:46]=[CH:45][C:44]=2[C:49]2[NH:3][C:4](=[O:7])[O:5][N:50]=2)=[CH:41][CH:42]=1)[CH2:14][CH2:15][CH3:16]. The yield is 0.580. (2) The reactants are [N:1]1([CH2:6][C:7]([C:9]2[CH:29]=[CH:28][C:12]([O:13][CH2:14][CH2:15][CH2:16][CH2:17][CH2:18][O:19][C:20]3[CH:21]=[CH:22][CH:23]=[C:24]([CH:27]=3)[C:25]#[N:26])=[CH:11][CH:10]=2)=[O:8])[CH:5]=[N:4][CH:3]=[N:2]1.C(O)(=O)C.[Na].[Br:35]Br. The catalyst is C(O)(=O)C.ClCCl. The product is [Br:35][CH:6]([N:1]1[CH:5]=[N:4][CH:3]=[N:2]1)[C:7]([C:9]1[CH:10]=[CH:11][C:12]([O:13][CH2:14][CH2:15][CH2:16][CH2:17][CH2:18][O:19][C:20]2[CH:21]=[CH:22][CH:23]=[C:24]([CH:27]=2)[C:25]#[N:26])=[CH:28][CH:29]=1)=[O:8]. The yield is 0.880. (3) The product is [Cl:3][C:14]1[C:15]2[C@H:7]([CH3:6])[CH2:8][CH2:9][C:10]=2[N:11]=[CH:12][N:13]=1. The yield is 0.611. The catalyst is ClCCCl. The reactants are O=P(Cl)(Cl)[Cl:3].[CH3:6][C@H:7]1[C:15]2[C:14](O)=[N:13][CH:12]=[N:11][C:10]=2[CH2:9][CH2:8]1. (4) The reactants are [CH:1]([N:14]1[CH2:17][C:16](OS(C)(=O)=O)([CH3:18])[CH2:15]1)([C:8]1[CH:13]=[CH:12][CH:11]=[CH:10][CH:9]=1)[C:2]1[CH:7]=[CH:6][CH:5]=[CH:4][CH:3]=1.[NH3:24]. The catalyst is C(Cl)Cl.CO. The product is [CH:1]([N:14]1[CH2:17][C:16]([NH2:24])([CH3:18])[CH2:15]1)([C:8]1[CH:13]=[CH:12][CH:11]=[CH:10][CH:9]=1)[C:2]1[CH:7]=[CH:6][CH:5]=[CH:4][CH:3]=1. The yield is 0.580. (5) The reactants are [NH2:1][C@@H:2]1[C:11]2[C:6](=[CH:7][CH:8]=[CH:9][CH:10]=2)[C@H:5]([OH:12])[CH2:4][CH2:3]1.[H-].[Na+].F[C:16]1[CH:17]=[CH:18][C:19]2[N:20]([C:22]([N:25]3[CH2:31][CH2:30][CH2:29][CH2:28][CH2:27][CH2:26]3)=[N:23][N:24]=2)[CH:21]=1. The catalyst is CN(C=O)C.O. The product is [N:25]1([C:22]2[N:20]3[CH:21]=[C:16]([O:12][C@H:5]4[C:6]5[C:11](=[CH:10][CH:9]=[CH:8][CH:7]=5)[C@@H:2]([NH2:1])[CH2:3][CH2:4]4)[CH:17]=[CH:18][C:19]3=[N:24][N:23]=2)[CH2:26][CH2:27][CH2:28][CH2:29][CH2:30][CH2:31]1. The yield is 0.550. (6) The reactants are Cl[C:2]1[CH:11]=[CH:10][N:9]=[C:8]2[C:3]=1[C:4]1[CH:16]=[CH:15][CH:14]=[CH:13][C:5]=1[C:6](=[O:12])[NH:7]2.Cl.[NH2:18][C:19]1[CH:24]=[CH:23][C:22]([NH:25][C:26](=[O:38])[C:27]2[CH:32]=[CH:31][C:30]([F:33])=[CH:29][C:28]=2[C:34]([F:37])([F:36])[F:35])=[CH:21][CH:20]=1.O. The catalyst is CCOCC. The product is [F:33][C:30]1[CH:31]=[CH:32][C:27]([C:26]([NH:25][C:22]2[CH:21]=[CH:20][C:19]([NH:18][C:2]3[CH:11]=[CH:10][N:9]=[C:8]4[C:3]=3[C:4]3[CH:16]=[CH:15][CH:14]=[CH:13][C:5]=3[C:6](=[O:12])[NH:7]4)=[CH:24][CH:23]=2)=[O:38])=[C:28]([C:34]([F:35])([F:36])[F:37])[CH:29]=1. The yield is 0.730.